This data is from Catalyst prediction with 721,799 reactions and 888 catalyst types from USPTO. The task is: Predict which catalyst facilitates the given reaction. (1) Reactant: [OH-].[Na+].CN1CC[C:7]2([CH2:18][C:17]3[C:12](=[N:13][CH:14]=[C:15](/[CH:19]=[CH:20]/[C:21]([O:23]CC)=[O:22])[CH:16]=3)[NH:11][C:10]2=[O:26])CC1.[Cl:27]CCl. Product: [ClH:27].[O:26]=[C:10]1[NH:11][C:12]2[N:13]=[CH:14][C:15](/[CH:19]=[CH:20]/[C:21]([OH:23])=[O:22])=[CH:16][C:17]=2[CH2:18][CH2:7]1. The catalyst class is: 8. (2) The catalyst class is: 2. Product: [OH:6][CH:5]([C:7]1[C:16]2[C:11](=[CH:12][CH:13]=[CH:14][CH:15]=2)[CH:10]=[CH:9][CH:8]=1)[CH:4]([C:17]1[CH:22]=[CH:21][CH:20]=[CH:19][CH:18]=1)[CH2:3][N:2]([CH3:1])[C:38](=[O:39])[O:40][C:41]([CH3:42])([CH3:43])[CH3:44]. Reactant: [CH3:1][NH:2][CH2:3][CH:4]([C:17]1[CH:22]=[CH:21][CH:20]=[CH:19][CH:18]=1)[CH:5]([C:7]1[C:16]2[C:11](=[CH:12][CH:13]=[CH:14][CH:15]=2)[CH:10]=[CH:9][CH:8]=1)[OH:6].C(N(CC)CC)C.[CH3:42][C:41]([O:40][C:38](O[C:38]([O:40][C:41]([CH3:44])([CH3:43])[CH3:42])=[O:39])=[O:39])([CH3:44])[CH3:43]. (3) Reactant: [Cl:1][C:2]1[CH:7]=[CH:6][C:5]([NH:8][S:9]([C:12]([F:15])([F:14])[F:13])(=[O:11])=[O:10])=[C:4]([C:16](=[N:18][O:19][C:20]2[CH:25]=[CH:24][C:23]([F:26])=[CH:22][CH:21]=2)[CH3:17])[CH:3]=1.[C:27]([O-:30])([O-])=O.[K+].[K+].ClC([O:36][CH2:37][CH3:38])=O. Product: [C:37](=[CH:38][CH2:27][O:30][N:8]([C:5]1[CH:6]=[CH:7][C:2]([Cl:1])=[CH:3][C:4]=1[C:16](=[N:18][O:19][C:20]1[CH:21]=[CH:22][C:23]([F:26])=[CH:24][CH:25]=1)[CH3:17])[S:9]([C:12]([F:15])([F:13])[F:14])(=[O:11])=[O:10])=[O:36]. The catalyst class is: 21. (4) Reactant: [CH2:1]([O:8][C:9]1([C:12]2[CH:17]=[CH:16][C:15]([C:18]#[C:19][C:20]3[CH:25]=[CH:24][C:23]([CH2:26][C:27]([O:29]C)=[O:28])=[CH:22][CH:21]=3)=[CH:14][CH:13]=2)[CH2:11][CH2:10]1)[C:2]1[CH:7]=[CH:6][CH:5]=[CH:4][CH:3]=1.[OH-].[Na+]. Product: [CH2:1]([O:8][C:9]1([C:12]2[CH:17]=[CH:16][C:15]([C:18]#[C:19][C:20]3[CH:21]=[CH:22][C:23]([CH2:26][C:27]([OH:29])=[O:28])=[CH:24][CH:25]=3)=[CH:14][CH:13]=2)[CH2:11][CH2:10]1)[C:2]1[CH:3]=[CH:4][CH:5]=[CH:6][CH:7]=1. The catalyst class is: 199.